Dataset: Forward reaction prediction with 1.9M reactions from USPTO patents (1976-2016). Task: Predict the product of the given reaction. (1) Given the reactants [Br:1][C:2]1[CH:3]=[C:4]([C:8]([CH3:13])([CH2:11][CH3:12])[C:9]#[N:10])[CH:5]=[CH:6][CH:7]=1.[AlH3].C1(C)C=CC=CC=1, predict the reaction product. The product is: [Br:1][C:2]1[CH:3]=[C:4]([C:8]([CH3:13])([CH2:11][CH3:12])[CH2:9][NH2:10])[CH:5]=[CH:6][CH:7]=1. (2) Given the reactants [CH3:1][O:2][C:3]([C:5]1[C:14]2[C:9](=[CH:10][CH:11]=[CH:12][CH:13]=2)[N:8]=[C:7]([C:15]2[CH:20]=[CH:19][CH:18]=[CH:17][CH:16]=2)[C:6]=1[CH3:21])=[O:4].[Br:22]N1C(=O)CCC1=O, predict the reaction product. The product is: [Br:22][CH2:21][C:6]1[C:7]([C:15]2[CH:20]=[CH:19][CH:18]=[CH:17][CH:16]=2)=[N:8][C:9]2[C:14]([C:5]=1[C:3]([O:2][CH3:1])=[O:4])=[CH:13][CH:12]=[CH:11][CH:10]=2.